From a dataset of Reaction yield outcomes from USPTO patents with 853,638 reactions. Predict the reaction yield, written as a fraction of the theoretical maximum amount of product (1.0 means a 100% yield; for example, 0.34 means a 34% yield). The reactants are [Cl:1][C:2]1[C:3]([C:11]2[S:12][C:13]3[C:14](Cl)=[N:15][CH:16]=[CH:17][C:18]=3[N:19]=2)=[C:4]([CH:7]=[C:8]([F:10])[CH:9]=1)[C:5]#[N:6].[Br:21][Si](C)(C)C.C(=O)(O)[O-].[Na+]. The catalyst is C(#N)CC. The product is [Br:21][C:14]1[C:13]2[S:12][C:11]([C:3]3[C:2]([Cl:1])=[CH:9][C:8]([F:10])=[CH:7][C:4]=3[C:5]#[N:6])=[N:19][C:18]=2[CH:17]=[CH:16][N:15]=1. The yield is 1.00.